Dataset: Ames mutagenicity test results for genotoxicity prediction. Task: Regression/Classification. Given a drug SMILES string, predict its toxicity properties. Task type varies by dataset: regression for continuous values (e.g., LD50, hERG inhibition percentage) or binary classification for toxic/non-toxic outcomes (e.g., AMES mutagenicity, cardiotoxicity, hepatotoxicity). Dataset: ames. The drug is CC(C)=C/C(C)=N/Nc1nncc2ccccc12. The result is 1 (mutagenic).